From a dataset of Catalyst prediction with 721,799 reactions and 888 catalyst types from USPTO. Predict which catalyst facilitates the given reaction. (1) Reactant: Cl.[CH2:2]([O:9][P:10]([CH2:19][C@H:20]([OH:23])[CH2:21][NH2:22])([CH2:12][CH:13]1[CH2:18][CH2:17][CH2:16][CH2:15][CH2:14]1)=[O:11])[C:3]1[CH:8]=[CH:7][CH:6]=[CH:5][CH:4]=1.OC1C2N=NNC=2C=CC=1.[C:34]([NH:44][C@H:45]([C:49](O)=[O:50])[CH:46]([CH3:48])[CH3:47])([O:36][CH2:37][C:38]1[CH:43]=[CH:42][CH:41]=[CH:40][CH:39]=1)=[O:35].C(N(CC)CC)C.Cl.CN(C)CCCN=C=NCC. Product: [CH2:2]([O:9][P:10]([CH2:19][C@H:20]([OH:23])[CH2:21][NH:22][C:49](=[O:50])[C@@H:45]([NH:44][C:34]([O:36][CH2:37][C:38]1[CH:39]=[CH:40][CH:41]=[CH:42][CH:43]=1)=[O:35])[CH:46]([CH3:48])[CH3:47])([CH2:12][CH:13]1[CH2:18][CH2:17][CH2:16][CH2:15][CH2:14]1)=[O:11])[C:3]1[CH:4]=[CH:5][CH:6]=[CH:7][CH:8]=1. The catalyst class is: 39. (2) Reactant: N1C2C=NC=NC=2C=N1.COC1C=CC(C[N:17]2[C:21]3=[N:22][C:23]([NH:26][C:27]4[CH:32]=[CH:31][C:30]([N:33]([S:38]([CH3:41])(=[O:40])=[O:39])[S:34]([CH3:37])(=[O:36])=[O:35])=[CH:29][CH:28]=4)=[N:24][CH:25]=[C:20]3[CH:19]=[N:18]2)=CC=1. Product: [NH:17]1[C:21]2=[N:22][C:23]([NH:26][C:27]3[CH:32]=[CH:31][C:30]([N:33]([S:34]([CH3:37])(=[O:35])=[O:36])[S:38]([CH3:41])(=[O:40])=[O:39])=[CH:29][CH:28]=3)=[N:24][CH:25]=[C:20]2[CH:19]=[N:18]1. The catalyst class is: 67. (3) Reactant: Br[CH2:2][C:3]1[CH:8]=[C:7]([C:9]([CH3:12])([CH3:11])[CH3:10])[N:6]=[C:5]([C:13]([CH3:16])([CH3:15])[CH3:14])[CH:4]=1.[O:17]1CCOCC1. Product: [OH:17][CH2:2][C:3]1[CH:8]=[C:7]([C:9]([CH3:12])([CH3:11])[CH3:10])[N:6]=[C:5]([C:13]([CH3:16])([CH3:15])[CH3:14])[CH:4]=1. The catalyst class is: 611. (4) Reactant: CC(OC(/N=N/C(OC(C)C)=O)=O)C.[Cl:15][C:16]1[CH:21]=[C:20]([C:22]2[CH:27]=[N:26][CH:25]=[C:24]([CH3:28])[N:23]=2)[CH:19]=[CH:18][C:17]=1[C:29]1[C:40](=[O:41])[NH:39][C:32]2[N:33]=[C:34]([S:37][CH3:38])[N:35]=[CH:36][C:31]=2[CH:30]=1.C1C=CC(P(C2C=CC=CC=2)C2C=CC=CC=2)=CC=1.[CH3:61][C:62]1([CH3:70])[O:66][C@@H:65]([CH2:67][CH2:68]O)[CH2:64][O:63]1. Product: [Cl:15][C:16]1[CH:21]=[C:20]([C:22]2[CH:27]=[N:26][CH:25]=[C:24]([CH3:28])[N:23]=2)[CH:19]=[CH:18][C:17]=1[C:29]1[C:40](=[O:41])[N:39]([CH2:68][CH2:67][C@H:65]2[CH2:64][O:63][C:62]([CH3:70])([CH3:61])[O:66]2)[C:32]2[N:33]=[C:34]([S:37][CH3:38])[N:35]=[CH:36][C:31]=2[CH:30]=1. The catalyst class is: 3.